Dataset: Catalyst prediction with 721,799 reactions and 888 catalyst types from USPTO. Task: Predict which catalyst facilitates the given reaction. (1) Reactant: I[C:2]1[C:10]2[C:5](=[N:6][CH:7]=[C:8]([O:11][CH3:12])[CH:9]=2)[N:4]([Si](C(C)C)(C(C)C)C(C)C)[CH:3]=1.C([Mg]Cl)(C)C.C(OC(=O)[N:34]([CH2:44][C:45]1[CH:50]=[CH:49][CH:48]=[CH:47][C:46]=1[Cl:51])[C:35]1[CH:40]=[CH:39][C:38]([CH:41]=O)=[C:37]([F:43])[N:36]=1)(C)(C)C.[Cl-].[NH4+]. Product: [Cl:51][C:46]1[CH:47]=[CH:48][CH:49]=[CH:50][C:45]=1[CH2:44][NH:34][C:35]1[CH:40]=[CH:39][C:38]([CH2:41][C:2]2[C:10]3[C:5](=[N:6][CH:7]=[C:8]([O:11][CH3:12])[CH:9]=3)[NH:4][CH:3]=2)=[C:37]([F:43])[N:36]=1. The catalyst class is: 7. (2) Reactant: Br[CH2:2][C:3]1[CH:12]=[CH:11][C:6]([C:7]([O:9][CH3:10])=[O:8])=[CH:5][C:4]=1[C:13]([F:16])([F:15])[F:14].Cl.Cl.[CH3:19][N:20]([CH3:27])[C@@H:21]1[CH2:26][CH2:25][CH2:24][NH:23][CH2:22]1.C([O-])([O-])=O.[Cs+].[Cs+].O. Product: [CH3:19][N:20]([CH3:27])[C@@H:21]1[CH2:26][CH2:25][CH2:24][N:23]([CH2:2][C:3]2[CH:12]=[CH:11][C:6]([C:7]([O:9][CH3:10])=[O:8])=[CH:5][C:4]=2[C:13]([F:16])([F:15])[F:14])[CH2:22]1. The catalyst class is: 3. (3) Reactant: [CH3:1][CH:2]1[CH:6]2[C:7]([NH:9][CH:10]=[C:11]([CH3:12])[CH:5]2[CH2:4][CH2:3]1)=[O:8].[Br:13][C:14]1[CH:19]=[CH:18][C:17]([Bi]([C:17]2[CH:18]=[CH:19][C:14]([Br:13])=[CH:15][CH:16]=2)[C:17]2[CH:18]=[CH:19][C:14]([Br:13])=[CH:15][CH:16]=2)=[CH:16][CH:15]=1.C(N(CC)CC)C. Product: [Br:13][C:14]1[CH:19]=[CH:18][C:17]([N:9]2[CH2:10][C@@H:11]([CH3:12])[C@H:5]3[CH2:4][CH2:3][C@H:2]([CH3:1])[C@H:6]3[C:7]2=[O:8])=[CH:16][CH:15]=1. The catalyst class is: 221. (4) Reactant: [H-].[Na+].[F:3][C:4]([F:11])([F:10])[C:5]1[N:6]=[CH:7][NH:8][CH:9]=1.[CH3:12][Si:13]([CH3:20])([CH3:19])[CH2:14][CH2:15][O:16][CH2:17]Cl.O. Product: [F:3][C:4]([F:11])([F:10])[C:5]1[N:6]=[CH:7][N:8]([CH2:17][O:16][CH2:15][CH2:14][Si:13]([CH3:20])([CH3:19])[CH3:12])[CH:9]=1. The catalyst class is: 1. (5) Reactant: C(OC(=O)[NH:10][CH2:11][C@H:12]1[CH2:16][CH2:15][N:14]([C:17]2[C:26]3[C:21](=[CH:22][C:23]([CH3:27])=[CH:24][CH:25]=3)[N:20]=[C:19]([C:28]3[CH:33]=[CH:32][CH:31]=[CH:30][C:29]=3[OH:34])[N:18]=2)[CH2:13]1)C1C=CC=CC=1. Product: [NH2:10][CH2:11][C@H:12]1[CH2:16][CH2:15][N:14]([C:17]2[C:26]3[C:21](=[CH:22][C:23]([CH3:27])=[CH:24][CH:25]=3)[N:20]=[C:19]([C:28]3[CH:33]=[CH:32][CH:31]=[CH:30][C:29]=3[OH:34])[N:18]=2)[CH2:13]1. The catalyst class is: 43. (6) Reactant: [Br:1][C:2]1[N:7]=[C:6]([NH:8][CH:9]2[CH2:11][CH2:10]2)[C:5]([NH2:12])=[N:4][CH:3]=1.[C:13](N1C=CN=C1)(N1C=CN=C1)=[O:14]. Product: [Br:1][C:2]1[N:7]=[C:6]2[N:8]([CH:9]3[CH2:10][CH2:11]3)[C:13](=[O:14])[NH:12][C:5]2=[N:4][CH:3]=1. The catalyst class is: 1. (7) The catalyst class is: 1. Reactant: [OH:1][CH2:2][CH2:3][CH2:4][C:5]1[CH:6]=[C:7]2[C:11](=[CH:12][CH:13]=1)[C:10](=[C:14]1[C:22]3[C:17](=[CH:18][CH:19]=[CH:20][CH:21]=3)[NH:16][C:15]1=[O:23])[O:9][CH2:8]2.C(N(CC)CC)C.[CH3:31][S:32](Cl)(=[O:34])=[O:33]. Product: [O:23]=[C:15]1[C:14](=[C:10]2[C:11]3[C:7](=[CH:6][C:5]([CH2:4][CH2:3][CH2:2][O:1][S:32]([CH3:31])(=[O:34])=[O:33])=[CH:13][CH:12]=3)[CH2:8][O:9]2)[C:22]2[C:17](=[CH:18][CH:19]=[CH:20][CH:21]=2)[NH:16]1. (8) Reactant: [CH:1]1([N:5]2[CH2:10][CH2:9][N:8]([C:11]3[N:12]=[CH:13][C:14]4[CH2:20][CH2:19][NH:18][CH2:17][CH2:16][C:15]=4[N:21]=3)[CH2:7][CH2:6]2)[CH2:4][CH2:3][CH2:2]1.Br[C:23]1[CH:28]=[CH:27][C:26]([C:29](=[O:31])[CH3:30])=[CH:25][CH:24]=1.C([O-])([O-])=O.[Cs+].[Cs+].C1C=CC(P(C2C(C3C(P(C4C=CC=CC=4)C4C=CC=CC=4)=CC=C4C=3C=CC=C4)=C3C(C=CC=C3)=CC=2)C2C=CC=CC=2)=CC=1. Product: [CH:1]1([N:5]2[CH2:6][CH2:7][N:8]([C:11]3[N:12]=[CH:13][C:14]4[CH2:20][CH2:19][N:18]([C:23]5[CH:28]=[CH:27][C:26]([C:29](=[O:31])[CH3:30])=[CH:25][CH:24]=5)[CH2:17][CH2:16][C:15]=4[N:21]=3)[CH2:9][CH2:10]2)[CH2:4][CH2:3][CH2:2]1. The catalyst class is: 491. (9) Reactant: [F:1][C:2]1[CH:7]=[C:6]([N+:8]([O-:10])=[O:9])[C:5]([F:11])=[CH:4][C:3]=1[OH:12].[Br:13][C:14]1[CH:15]=[N:16][CH:17]=[CH:18][C:19]=1Cl. Product: [Br:13][C:14]1[CH:15]=[N:16][CH:17]=[CH:18][C:19]=1[O:12][C:3]1[CH:4]=[C:5]([F:11])[C:6]([N+:8]([O-:10])=[O:9])=[CH:7][C:2]=1[F:1]. The catalyst class is: 159. (10) Reactant: [C:1]([O:5][C:6]([N:8]1[C:16]2[C:11](=[CH:12][CH:13]=[CH:14][CH:15]=2)[CH:10]=[C:9]1[C:17]1[CH:22]=[C:21]([C:23]2[CH:28]=[C:27]([CH:29]=O)[CH:26]=[C:25]([CH:31]=[O:32])[CH:24]=2)[N:20]=[N:19][C:18]=1[O:33][CH3:34])=[O:7])([CH3:4])([CH3:3])[CH3:2].CN.C(O)(=O)C.[C:41]([BH3-])#[N:42].[Na+]. Product: [C:1]([O:5][C:6]([N:8]1[C:16]2[C:11](=[CH:12][CH:13]=[CH:14][CH:15]=2)[CH:10]=[C:9]1[C:17]1[CH:22]=[C:21]([C:23]2[CH:28]=[C:27]([CH2:29][NH:42][CH3:41])[CH:26]=[C:25]([CH2:31][OH:32])[CH:24]=2)[N:20]=[N:19][C:18]=1[O:33][CH3:34])=[O:7])([CH3:2])([CH3:4])[CH3:3]. The catalyst class is: 92.